Predict the product of the given reaction. From a dataset of Forward reaction prediction with 1.9M reactions from USPTO patents (1976-2016). (1) Given the reactants [NH2:1][C:2]1[C:15]([O:16][CH3:17])=[CH:14][C:5]2[N:6]([CH2:12][CH3:13])[C:7](=[O:11])[CH2:8][CH2:9][CH2:10][C:4]=2[CH:3]=1.Cl[C:19]1[N:24]=[C:23]([NH:25][C:26]2[CH:31]=[CH:30][CH:29]=[CH:28][C:27]=2[O:32][CH3:33])[C:22]([Cl:34])=[CH:21][N:20]=1, predict the reaction product. The product is: [Cl:34][C:22]1[C:23]([NH:25][C:26]2[CH:31]=[CH:30][CH:29]=[CH:28][C:27]=2[O:32][CH3:33])=[N:24][C:19]([NH:1][C:2]2[C:15]([O:16][CH3:17])=[CH:14][C:5]3[N:6]([CH2:12][CH3:13])[C:7](=[O:11])[CH2:8][CH2:9][CH2:10][C:4]=3[CH:3]=2)=[N:20][CH:21]=1. (2) Given the reactants [CH:1]([C:4]1[CH:9]=[CH:8][C:7]([C:10]2[C:19]3[C:14](=[CH:15][CH:16]=[C:17]([O:20][CH2:21][C:22]#[CH:23])[CH:18]=3)[NH:13][C:12](=[O:24])[N:11]=2)=[CH:6][CH:5]=1)([CH3:3])[CH3:2].[C:25]1([CH3:36])[CH:30]=[C:29]([CH3:31])[CH:28]=[C:27]([CH3:32])[C:26]=1[CH:33]1[CH2:35][O:34]1.C(=O)([O-])[O-].[K+].[K+], predict the reaction product. The product is: [OH:34][CH:33]([C:26]1[C:27]([CH3:32])=[CH:28][C:29]([CH3:31])=[CH:30][C:25]=1[CH3:36])[CH2:35][N:13]1[C:14]2[C:19](=[CH:18][C:17]([O:20][CH2:21][C:22]#[CH:23])=[CH:16][CH:15]=2)[C:10]([C:7]2[CH:6]=[CH:5][C:4]([CH:1]([CH3:3])[CH3:2])=[CH:9][CH:8]=2)=[N:11][C:12]1=[O:24]. (3) Given the reactants C[O:2][C:3](=O)[C:4]([CH2:6]Br)=[CH2:5].[CH3:9][C:10]1[CH:11]=[C:12]([CH:16]=[CH:17][C:18]=1[CH3:19])[CH:13]=[N:14][CH3:15].[NH4+].[Cl-], predict the reaction product. The product is: [CH3:9][C:10]1[CH:11]=[C:12]([CH:13]2[N:14]([CH3:15])[C:3](=[O:2])[C:4](=[CH2:5])[CH2:6]2)[CH:16]=[CH:17][C:18]=1[CH3:19]. (4) Given the reactants [O:1]1[CH2:5][CH:4]([NH:6][C:7]2[CH:12]=[CH:11][C:10](B3[O:17][C:16]([CH3:19])(C)C(C)(C)O3)=[CH:9][CH:8]=2)[C:3]2[CH:22]=[CH:23][CH:24]=[CH:25][C:2]1=2.I[C:27]1[C:35]2[C:30](=[N:31][CH:32]=[N:33][C:34]=2[NH2:36])[N:29]([C@H:37]2[CH2:42][CH2:41][C@H:40]([N:43]3[CH2:48][CH2:47][N:46]([CH3:49])[CH2:45][CH2:44]3)[CH2:39][CH2:38]2)[N:28]=1.[OH2:50].C(=O)([O-])[O-:52].[Na+].[Na+], predict the reaction product. The product is: [C:16]([OH:52])(=[O:17])[CH3:19].[C:2]([OH:1])(=[O:50])[CH3:3].[O:1]1[CH2:5][CH:4]([NH:6][C:7]2[CH:8]=[CH:9][C:10]([C:27]3[C:35]4[C:30](=[N:31][CH:32]=[N:33][C:34]=4[NH2:36])[N:29]([C@H:37]4[CH2:38][CH2:39][C@H:40]([N:43]5[CH2:44][CH2:45][N:46]([CH3:49])[CH2:47][CH2:48]5)[CH2:41][CH2:42]4)[N:28]=3)=[CH:11][CH:12]=2)[C:3]2[CH:22]=[CH:23][CH:24]=[CH:25][C:2]1=2. (5) Given the reactants CON(C)[C:4]([CH:6]1[CH2:10][CH2:9][O:8][CH2:7]1)=[O:5].[CH2:12]([Mg]Br)[CH3:13], predict the reaction product. The product is: [O:8]1[CH2:9][CH2:10][CH:6]([C:4](=[O:5])[CH2:12][CH3:13])[CH2:7]1. (6) Given the reactants [CH3:1][N:2]1[C:7](=[O:8])[C:6]2[C:9]([C:30]3[CH:35]=[CH:34][CH:33]=[CH:32][CH:31]=3)=[C:10]([C:12]3[CH:17]=[CH:16][C:15]([C:18]4([NH:22][C:23](=[O:29])[O:24][C:25]([CH3:28])([CH3:27])[CH3:26])[CH2:21][CH2:20][CH2:19]4)=[CH:14][CH:13]=3)[O:11][C:5]=2[N:4]=[C:3]1S(C)(=O)=O.[NH2:40][CH2:41][C@@H:42]([OH:44])[CH3:43], predict the reaction product. The product is: [OH:44][C@@H:42]([CH3:43])[CH2:41][NH:40][C:3]1[N:2]([CH3:1])[C:7](=[O:8])[C:6]2[C:9]([C:30]3[CH:35]=[CH:34][CH:33]=[CH:32][CH:31]=3)=[C:10]([C:12]3[CH:17]=[CH:16][C:15]([C:18]4([NH:22][C:23](=[O:29])[O:24][C:25]([CH3:27])([CH3:28])[CH3:26])[CH2:19][CH2:20][CH2:21]4)=[CH:14][CH:13]=3)[O:11][C:5]=2[N:4]=1.